This data is from Forward reaction prediction with 1.9M reactions from USPTO patents (1976-2016). The task is: Predict the product of the given reaction. (1) The product is: [CH3:1][O:2][C:3]1[CH:4]=[C:5]([CH:21]=[CH:22][C:23]=1[O:24][CH3:25])[CH2:6][CH:7]1[C:16]2[C:11](=[C:12]([O:19][CH3:20])[CH:13]=[CH:14][C:15]=2[O:17][CH3:18])[CH2:10][CH2:9][N:8]1[CH2:27][C:28]([NH:38][CH2:37][C:33]1[CH:32]=[N:31][CH:36]=[CH:35][CH:34]=1)=[O:29]. Given the reactants [CH3:1][O:2][C:3]1[CH:4]=[C:5]([CH:21]=[CH:22][C:23]=1[O:24][CH3:25])[CH2:6][CH:7]1[C:16]2[C:11](=[C:12]([O:19][CH3:20])[CH:13]=[CH:14][C:15]=2[O:17][CH3:18])[CH2:10][CH2:9][NH:8]1.Br[CH2:27][C:28](Br)=[O:29].[N:31]1[CH:36]=[CH:35][CH:34]=[C:33]([CH2:37][NH2:38])[CH:32]=1, predict the reaction product. (2) Given the reactants [OH:1][C:2]1[CH:7]=[CH:6][C:5]([CH2:8][C:9]([O:11][CH3:12])=[O:10])=[CH:4][CH:3]=1.Cl[CH2:14][C:15]1[CH:16]=[N:17][CH:18]=[N:19][CH:20]=1, predict the reaction product. The product is: [N:17]1[CH:16]=[C:15]([CH2:14][O:1][C:2]2[CH:3]=[CH:4][C:5]([CH2:8][C:9]([O:11][CH3:12])=[O:10])=[CH:6][CH:7]=2)[CH:20]=[N:19][CH:18]=1.